Dataset: Reaction yield outcomes from USPTO patents with 853,638 reactions. Task: Predict the reaction yield, written as a fraction of the theoretical maximum amount of product (1.0 means a 100% yield; for example, 0.34 means a 34% yield). (1) The reactants are [Cl:1][C:2]1[CH:3]=[CH:4][C:5]2[N:6]=[CH:7][N:8]=[C:9](OC3CCOCC3)[C:10]=2[N:11]=1.[F:19][C:20]([F:30])([F:29])[O:21][C:22]1[CH:28]=[CH:27][C:25]([NH2:26])=[CH:24][CH:23]=1.C([O-])(=O)C.[Na+]. The catalyst is CCOC(C)=O. The product is [Cl:1][C:2]1[CH:3]=[CH:4][C:5]2[N:6]=[CH:7][N:8]=[C:9]([NH:26][C:25]3[CH:27]=[CH:28][C:22]([O:21][C:20]([F:19])([F:29])[F:30])=[CH:23][CH:24]=3)[C:10]=2[N:11]=1. The yield is 0.940. (2) The reactants are [CH2:1]([O:3][C:4]([C:6]1[C:7]([CH2:31][OH:32])=[C:8]2[C:13]([NH:14][C:15]3[CH:20]=[CH:19][C:18]([O:21][C:22]4[CH:27]=[CH:26][CH:25]=[CH:24][CH:23]=4)=[CH:17][CH:16]=3)=[C:12]([C:28]#[N:29])[CH:11]=[N:10][N:9]2[CH:30]=1)=[O:5])[CH3:2]. The catalyst is C(Cl)(Cl)Cl.O=[Mn]=O. The product is [CH2:1]([O:3][C:4]([C:6]1[C:7]([CH:31]=[O:32])=[C:8]2[C:13]([NH:14][C:15]3[CH:16]=[CH:17][C:18]([O:21][C:22]4[CH:27]=[CH:26][CH:25]=[CH:24][CH:23]=4)=[CH:19][CH:20]=3)=[C:12]([C:28]#[N:29])[CH:11]=[N:10][N:9]2[CH:30]=1)=[O:5])[CH3:2]. The yield is 0.940.